Dataset: NCI-60 drug combinations with 297,098 pairs across 59 cell lines. Task: Regression. Given two drug SMILES strings and cell line genomic features, predict the synergy score measuring deviation from expected non-interaction effect. (1) Drug 1: CC1=C(C(=O)C2=C(C1=O)N3CC4C(C3(C2COC(=O)N)OC)N4)N. Drug 2: C1C(C(OC1N2C=NC(=NC2=O)N)CO)O. Cell line: SF-539. Synergy scores: CSS=36.0, Synergy_ZIP=3.99, Synergy_Bliss=-1.61, Synergy_Loewe=-18.5, Synergy_HSA=-5.48. (2) Drug 1: CCC1=C2CN3C(=CC4=C(C3=O)COC(=O)C4(CC)O)C2=NC5=C1C=C(C=C5)O. Drug 2: C1=NNC2=C1C(=O)NC=N2. Cell line: RXF 393. Synergy scores: CSS=7.83, Synergy_ZIP=-2.74, Synergy_Bliss=0.224, Synergy_Loewe=-14.1, Synergy_HSA=-1.06.